Dataset: Full USPTO retrosynthesis dataset with 1.9M reactions from patents (1976-2016). Task: Predict the reactants needed to synthesize the given product. (1) Given the product [CH2:1]([O:23][C:24]1[CH:25]=[C:26]([CH:29]=[C:30]([O:32][CH2:33][CH2:34][CH2:35][CH2:36][CH2:37][CH2:38][CH2:39][CH2:40][CH2:41][CH2:42][CH2:43][CH2:44][CH2:45][CH2:46][CH2:47][CH2:48][CH2:49][CH2:50][CH2:51][CH2:52][CH2:53][CH3:54])[CH:31]=1)[CH2:27][Cl:57])[CH2:2][CH2:3][CH2:4][CH2:5][CH2:6][CH2:7][CH2:8][CH2:9][CH2:10][CH2:11][CH2:12][CH2:13][CH2:14][CH2:15][CH2:16][CH2:17][CH2:18][CH2:19][CH2:20][CH2:21][CH3:22], predict the reactants needed to synthesize it. The reactants are: [CH2:1]([O:23][C:24]1[CH:25]=[C:26]([CH:29]=[C:30]([O:32][CH2:33][CH2:34][CH2:35][CH2:36][CH2:37][CH2:38][CH2:39][CH2:40][CH2:41][CH2:42][CH2:43][CH2:44][CH2:45][CH2:46][CH2:47][CH2:48][CH2:49][CH2:50][CH2:51][CH2:52][CH2:53][CH3:54])[CH:31]=1)[CH2:27]O)[CH2:2][CH2:3][CH2:4][CH2:5][CH2:6][CH2:7][CH2:8][CH2:9][CH2:10][CH2:11][CH2:12][CH2:13][CH2:14][CH2:15][CH2:16][CH2:17][CH2:18][CH2:19][CH2:20][CH2:21][CH3:22].S(Cl)([Cl:57])=O.CN(C=O)C. (2) Given the product [CH3:1][C:2]1([CH3:43])[O:7][C:6]2[CH:8]=[CH:9][C:10]([C@@H:12]([OH:42])[CH2:13][NH:14][CH2:15][CH2:16][CH2:17][CH2:18][CH2:19][CH2:20][O:21][CH2:22][CH2:23][CH2:24][CH2:25][C:26]3[CH:27]=[C:28]([NH:32][C:33]([NH:35][C:36]4[CH:37]=[N:38][CH:39]=[CH:40][CH:41]=4)=[O:34])[CH:29]=[CH:30][CH:31]=3)=[CH:11][C:5]=2[CH2:4][O:3]1, predict the reactants needed to synthesize it. The reactants are: [CH3:1][C:2]1([CH3:43])[O:7][C:6]2[CH:8]=[CH:9][C:10]([C@@H:12]([OH:42])[CH2:13][NH:14][CH2:15][CH2:16][CH2:17][CH2:18][CH2:19][CH2:20][O:21][CH2:22][CH2:23][C:24]#[C:25][C:26]3[CH:27]=[C:28]([NH:32][C:33]([NH:35][C:36]4[CH:37]=[N:38][CH:39]=[CH:40][CH:41]=4)=[O:34])[CH:29]=[CH:30][CH:31]=3)=[CH:11][C:5]=2[CH2:4][O:3]1.CCOC(C)=O. (3) The reactants are: Cl[C:2]1[N:7]=[C:6]([NH:8][C:9](=[O:11])[CH3:10])[CH:5]=[N:4][CH:3]=1.C[Sn](C)C.C[Sn](C)C.Cl[C:21]1[N:26]=[C:25]([NH:27][CH2:28][C:29]2[CH:34]=[CH:33][CH:32]=[CH:31][N:30]=2)[C:24]2=[C:35]([C:38]3[CH:43]=[CH:42][CH:41]=[CH:40][CH:39]=3)[CH:36]=[CH:37][N:23]2[N:22]=1.[Li+].[Cl-]. Given the product [C:38]1([C:35]2[CH:36]=[CH:37][N:23]3[C:24]=2[C:25]([NH:27][CH2:28][C:29]2[CH:34]=[CH:33][CH:32]=[CH:31][N:30]=2)=[N:26][C:21]([C:2]2[N:7]=[C:6]([NH:8][C:9](=[O:11])[CH3:10])[CH:5]=[N:4][CH:3]=2)=[N:22]3)[CH:39]=[CH:40][CH:41]=[CH:42][CH:43]=1, predict the reactants needed to synthesize it. (4) The reactants are: C([O:4][C:5]1[CH:10]=[C:9]([C:11]#[N:12])[C:8](Br)=[C:7]([C:14]#[N:15])[C:6]=1[O:16]C(=O)C)(=O)C.[F:20][C:21]1[CH:22]=[C:23](B(O)O)[CH:24]=[CH:25][C:26]=1[O:27][CH3:28]. Given the product [F:20][C:21]1[CH:22]=[CH:23][C:24]([C:8]2[C:7]([C:14]#[N:15])=[C:6]([OH:16])[C:5]([OH:4])=[CH:10][C:9]=2[C:11]#[N:12])=[CH:25][C:26]=1[O:27][CH3:28], predict the reactants needed to synthesize it. (5) Given the product [Cl:1][C:2]1[CH:7]=[C:6]([C:8]2[NH:9][C:10]3[C:15]([CH:16]=2)=[C:14]([F:17])[CH:13]=[CH:12][CH:11]=3)[NH:5][C:4](=[O:20])[CH:3]=1, predict the reactants needed to synthesize it. The reactants are: [Cl:1][C:2]1[CH:7]=[C:6]([C:8]2[NH:9][C:10]3[C:15]([CH:16]=2)=[C:14]([F:17])[CH:13]=[CH:12][CH:11]=3)[N:5]=[C:4](N)[CH:3]=1.N([O-])=[O:20].[Na+]. (6) Given the product [N:25]1[CH:26]=[CH:27][CH:28]=[CH:29][C:24]=1[C:2]1[CH:7]=[CH:6][N:5]=[CH:4][C:3]=1[NH:8][C:9](=[O:15])[O:10][C:11]([CH3:14])([CH3:13])[CH3:12], predict the reactants needed to synthesize it. The reactants are: I[C:2]1[CH:7]=[CH:6][N:5]=[CH:4][C:3]=1[NH:8][C:9](=[O:15])[O:10][C:11]([CH3:14])([CH3:13])[CH3:12].CC1(C)C(C)(C)OB([C:24]2[CH:29]=[CH:28][CH:27]=[CH:26][N:25]=2)O1.C(=O)([O-])[O-].[Na+].[Na+].